Dataset: Forward reaction prediction with 1.9M reactions from USPTO patents (1976-2016). Task: Predict the product of the given reaction. (1) Given the reactants [Si]([O:8][CH2:9][CH2:10][C@H:11]([NH:19][C:20]1[O:21][C:22]([CH3:38])([CH3:37])[CH:23]([C:28]2[CH:33]=[CH:32][C:31]([C:34](=[O:36])[CH3:35])=[CH:30][CH:29]=2)[S:24](=[O:27])(=[O:26])[N:25]=1)[C:12]1[CH:17]=[CH:16][CH:15]=[CH:14][C:13]=1[F:18])(C(C)(C)C)(C)C.[CH3:39][Mg]Br.[Cl-].[NH4+].O, predict the reaction product. The product is: [F:18][C:13]1[CH:14]=[CH:15][CH:16]=[CH:17][C:12]=1[C@@H:11]([NH:19][C:20]1[O:21][C:22]([CH3:37])([CH3:38])[CH:23]([C:28]2[CH:33]=[CH:32][C:31]([C:34]([OH:36])([CH3:39])[CH3:35])=[CH:30][CH:29]=2)[S:24](=[O:27])(=[O:26])[N:25]=1)[CH2:10][CH2:9][OH:8]. (2) Given the reactants [Cl:1][C:2]1[CH:7]=[CH:6][CH:5]=[CH:4][C:3]=1[S:8]([N:11]1[CH2:21][CH2:20][C:14]2([C:18](=[O:19])[NH:17][CH2:16][CH2:15]2)[CH2:13][CH2:12]1)(=[O:10])=[O:9].[CH2:22]([O:24][CH2:25][C:26]1[CH:31]=[CH:30][C:29](I)=[CH:28][CH:27]=1)[CH3:23], predict the reaction product. The product is: [Cl:1][C:2]1[CH:7]=[CH:6][CH:5]=[CH:4][C:3]=1[S:8]([N:11]1[CH2:21][CH2:20][C:14]2([C:18](=[O:19])[N:17]([C:29]3[CH:30]=[CH:31][C:26]([CH2:25][O:24][CH2:22][CH3:23])=[CH:27][CH:28]=3)[CH2:16][CH2:15]2)[CH2:13][CH2:12]1)(=[O:9])=[O:10]. (3) Given the reactants [OH-].[Na+].C[O:4][C:5](=[O:44])[CH2:6][C:7]1[CH:8]=[N:9][CH:10]=[C:11]([C:13]2[CH:18]=[CH:17][C:16]([C:19]([CH2:41][CH3:42])([C:22]3[CH:27]=[CH:26][C:25]([C:28]#[C:29][C:30]([OH:39])([C:35]([F:38])([F:37])[F:36])[C:31]([F:34])([F:33])[F:32])=[C:24]([CH3:40])[CH:23]=3)[CH2:20][CH3:21])=[CH:15][C:14]=2[CH3:43])[CH:12]=1.[Cl-].[NH4+], predict the reaction product. The product is: [CH2:20]([C:19]([C:16]1[CH:17]=[CH:18][C:13]([C:11]2[CH:12]=[C:7]([CH2:6][C:5]([OH:44])=[O:4])[CH:8]=[N:9][CH:10]=2)=[C:14]([CH3:43])[CH:15]=1)([C:22]1[CH:27]=[CH:26][C:25]([C:28]#[C:29][C:30]([OH:39])([C:35]([F:36])([F:37])[F:38])[C:31]([F:33])([F:34])[F:32])=[C:24]([CH3:40])[CH:23]=1)[CH2:41][CH3:42])[CH3:21]. (4) Given the reactants [OH:1][C:2]1[CH:3]=[C:4]([CH:15]=[C:16]([O:18][C@H:19]2[CH2:23][CH2:22][N:21]([CH3:24])[C:20]2=[O:25])[CH:17]=1)[C:5]([NH:7][C:8]1[CH:13]=[N:12][C:11]([CH3:14])=[CH:10][N:9]=1)=[O:6].F[C:27]1[CH:32]=[CH:31][C:30]([S:33]([CH3:36])(=[O:35])=[O:34])=[CH:29][CH:28]=1.C(=O)([O-])[O-].[K+].[K+], predict the reaction product. The product is: [CH3:24][N:21]1[CH2:22][CH2:23][C@H:19]([O:18][C:16]2[CH:15]=[C:4]([CH:3]=[C:2]([O:1][C:27]3[CH:32]=[CH:31][C:30]([S:33]([CH3:36])(=[O:35])=[O:34])=[CH:29][CH:28]=3)[CH:17]=2)[C:5]([NH:7][C:8]2[CH:13]=[N:12][C:11]([CH3:14])=[CH:10][N:9]=2)=[O:6])[C:20]1=[O:25].